Dataset: Reaction yield outcomes from USPTO patents with 853,638 reactions. Task: Predict the reaction yield, written as a fraction of the theoretical maximum amount of product (1.0 means a 100% yield; for example, 0.34 means a 34% yield). The reactants are C([S:4][CH:5]1[CH2:10][CH2:9][N:8]([CH:11]([C:17]2[CH:22]=[CH:21][CH:20]=[CH:19][C:18]=2[F:23])[C:12]([CH:14]2[CH2:16][CH2:15]2)=[O:13])[CH2:7]/[C:6]/1=[CH:24]\[C:25]1[N:26]=[N:27][N:28]([CH2:30][CH2:31][CH2:32][CH2:33][C:34]([O:36][CH2:37][CH3:38])=[O:35])[CH:29]=1)(=O)C.[ClH:39]. No catalyst specified. The yield is 0.920. The product is [ClH:39].[CH:14]1([C:12](=[O:13])[CH:11]([N:8]2[CH2:9][CH2:10][CH:5]([SH:4])/[C:6](=[CH:24]/[C:25]3[N:26]=[N:27][N:28]([CH2:30][CH2:31][CH2:32][CH2:33][C:34]([O:36][CH2:37][CH3:38])=[O:35])[CH:29]=3)/[CH2:7]2)[C:17]2[CH:22]=[CH:21][CH:20]=[CH:19][C:18]=2[F:23])[CH2:16][CH2:15]1.